This data is from Catalyst prediction with 721,799 reactions and 888 catalyst types from USPTO. The task is: Predict which catalyst facilitates the given reaction. (1) Reactant: [C:1]([O:5][C:6]([NH:8][C@H:9]([CH2:29][C:30]1[CH:35]=[C:34]([F:36])[C:33]([F:37])=[CH:32][C:31]=1[F:38])[CH2:10][C:11]([N:13]1[CH2:18][CH2:17][N:16]2[C:19]([C:25]([F:28])([F:27])[F:26])=[N:20][C:21]([C:22]([OH:24])=[O:23])=[C:15]2[CH2:14]1)=[O:12])=[O:7])([CH3:4])([CH3:3])[CH3:2].[C:39](=[O:51])([O:44][CH:45]1[CH2:50][CH2:49][CH2:48][CH2:47][CH2:46]1)[O:40][CH:41](Cl)[CH3:42].[I-].[K+].C(=O)([O-])[O-].[K+].[K+]. Product: [CH:45]1([O:44][C:39]([O:40][CH2:41][CH2:42][O:23][C:22]([C:21]2[N:20]=[C:19]([C:25]([F:27])([F:28])[F:26])[N:16]3[CH2:17][CH2:18][N:13]([C:11](=[O:12])[CH2:10][C@H:9]([NH:8][C:6]([O:5][C:1]([CH3:4])([CH3:2])[CH3:3])=[O:7])[CH2:29][C:30]4[CH:35]=[C:34]([F:36])[C:33]([F:37])=[CH:32][C:31]=4[F:38])[CH2:14][C:15]=23)=[O:24])=[O:51])[CH2:50][CH2:49][CH2:48][CH2:47][CH2:46]1. The catalyst class is: 9. (2) Reactant: [OH:1][CH2:2][C:3]1[CH:8]=[CH:7][C:6]([C-:9]2[CH:13]=[C:12]([C:14]3[CH:19]=[CH:18][C:17]([CH2:20][OH:21])=[CH:16][CH:15]=3)[C:11]([C:22]3[CH:27]=[CH:26][CH:25]=[CH:24][CH:23]=3)=[C:10]2[C:28]2[CH:33]=[CH:32][CH:31]=[CH:30][CH:29]=2)=[CH:5][CH:4]=1.[C-:34]1([C:59]2[CH:64]=[CH:63][C:62]([CH2:65][OH:66])=[CH:61][CH:60]=2)[CH:38]=[C:37]([C:39]2[CH:44]=[CH:43][C:42]([CH2:45][OH:46])=[CH:41][CH:40]=2)[C:36]([C:47]2[CH:52]=[CH:51][CH:50]=[CH:49][CH:48]=2)=[C:35]1[C:53]1[CH:58]=[CH:57][CH:56]=[CH:55][CH:54]=1.[Fe+2:67]. Product: [CH:20]([C:17]1[CH:16]=[CH:15][C:14]([C-:12]2[CH:13]=[C:9]([C:6]3[CH:7]=[CH:8][C:3]([CH:2]=[O:1])=[CH:4][CH:5]=3)[C:10]([C:28]3[CH:33]=[CH:32][CH:31]=[CH:30][CH:29]=3)=[C:11]2[C:22]2[CH:27]=[CH:26][CH:25]=[CH:24][CH:23]=2)=[CH:19][CH:18]=1)=[O:21].[C-:37]1([C:39]2[CH:40]=[CH:41][C:42]([CH:45]=[O:46])=[CH:43][CH:44]=2)[CH:38]=[C:34]([C:59]2[CH:60]=[CH:61][C:62]([CH:65]=[O:66])=[CH:63][CH:64]=2)[C:35]([C:53]2[CH:58]=[CH:57][CH:56]=[CH:55][CH:54]=2)=[C:36]1[C:47]1[CH:52]=[CH:51][CH:50]=[CH:49][CH:48]=1.[Fe+2:67]. The catalyst class is: 58. (3) Reactant: [CH3:1][C:2]1[CH:7]=[C:6]([CH3:8])[N:5]=[C:4]([NH:9][CH2:10][C@@H:11]2[CH2:16][CH2:15][C@H:14]([CH3:17])[CH2:13][N:12]2C(OC(C)(C)C)=O)[N:3]=1.C(O)(C(F)(F)F)=O. Product: [CH3:8][C:6]1[CH:7]=[C:2]([CH3:1])[N:3]=[C:4]([NH:9][CH2:10][C@@H:11]2[CH2:16][CH2:15][C@H:14]([CH3:17])[CH2:13][NH:12]2)[N:5]=1. The catalyst class is: 2. (4) Reactant: [H-].[Al+3].[Li+].[H-].[H-].[H-].[N:7]1[CH:12]=[CH:11][CH:10]=[CH:9][C:8]=1[C:13]1[CH:18]=[CH:17][C:16]([CH:19]([C:25](OCC)=[O:26])[C:20](OCC)=[O:21])=[CH:15][CH:14]=1.O. Product: [N:7]1[CH:12]=[CH:11][CH:10]=[CH:9][C:8]=1[C:13]1[CH:18]=[CH:17][C:16]([CH:19]([CH2:25][OH:26])[CH2:20][OH:21])=[CH:15][CH:14]=1. The catalyst class is: 7. (5) Reactant: [CH2:1]([NH:8][C@@H:9]([C:13]([OH:16])([CH3:15])[CH3:14])[C:10]([OH:12])=[O:11])[C:2]1[CH:7]=[CH:6][CH:5]=[CH:4][CH:3]=1.C(=O)([O-])[O-].[K+].[K+].Cl[CH2:24][C:25](Cl)=[O:26].[OH-].[Na+]. Product: [CH2:1]([N:8]1[C:25](=[O:26])[CH2:24][O:16][C:13]([CH3:14])([CH3:15])[C@H:9]1[C:10]([OH:12])=[O:11])[C:2]1[CH:7]=[CH:6][CH:5]=[CH:4][CH:3]=1. The catalyst class is: 132. (6) Reactant: Cl[C:2]1[N:3]=[C:4]([N:12]2[CH2:17][CH2:16][N:15]([CH2:18][CH3:19])[CH2:14][CH2:13]2)[C:5]2[C:10]([CH:11]=1)=[CH:9][CH:8]=[CH:7][CH:6]=2.[C:20](=[O:23])([O-])[O-].[Cs+].[Cs+].CN(C)[CH:28]=[O:29]. Product: [O:29]1[CH2:28][CH2:20][O:23][CH:4]1[C:5]1[CH:10]=[CH:9][CH:8]=[CH:7][C:6]=1[C:2]1[N:3]=[C:4]([N:12]2[CH2:17][CH2:16][N:15]([CH2:18][CH3:19])[CH2:14][CH2:13]2)[C:5]2[C:10]([CH:11]=1)=[CH:9][CH:8]=[CH:7][CH:6]=2. The catalyst class is: 73. (7) Reactant: [NH2:1][C:2]1[C:3]2[C:10]([C:11]#[C:12][C:13]3[CH:18]=[C:17]([O:19][CH3:20])[CH:16]=[C:15]([O:21][CH3:22])[CH:14]=3)=[CH:9][N:8]([C@@H:23]3[CH2:27][N:26]([C:28](OC(C)(C)C)=[O:29])[C@H:25]([C:35](O)=[O:36])[CH2:24]3)[C:4]=2[N:5]=[CH:6][N:7]=1.CN(C(ON1N=N[C:48]2C=CC=C[C:47]1=2)=[N+](C)C)C.[B-](F)(F)(F)F.[CH3:60][N:61]([CH3:66])[CH2:62][CH2:63][NH:64][CH3:65].CCN(C(C)C)C(C)C. Product: [C:28]([N:26]1[CH2:27][C@@H:23]([N:8]2[C:4]3[N:5]=[CH:6][N:7]=[C:2]([NH2:1])[C:3]=3[C:10]([C:11]#[C:12][C:13]3[CH:14]=[C:15]([O:21][CH3:22])[CH:16]=[C:17]([O:19][CH3:20])[CH:18]=3)=[CH:9]2)[CH2:24][C@H:25]1[C:35]([N:64]([CH2:63][CH2:62][N:61]([CH3:66])[CH3:60])[CH3:65])=[O:36])(=[O:29])[CH:47]=[CH2:48]. The catalyst class is: 744. (8) Reactant: [F:1][C:2]([F:23])([F:22])[CH2:3][CH2:4][NH:5][C:6]1[CH:12]=[CH:11][C:10]([C:13]2[O:14][C:15]3[CH:21]=[CH:20][CH:19]=[CH:18][C:16]=3[N:17]=2)=[CH:9][C:7]=1[NH2:8].Cl.[C:25](=N)(OC)[CH3:26].C(=O)([O-])O.[Na+]. Product: [O:14]1[C:15]2[CH:21]=[CH:20][CH:19]=[CH:18][C:16]=2[N:17]=[C:13]1[C:10]1[CH:11]=[CH:12][C:6]2[N:5]([CH2:4][CH2:3][C:2]([F:1])([F:22])[F:23])[C:25]([CH3:26])=[N:8][C:7]=2[CH:9]=1. The catalyst class is: 5.